From a dataset of Peptide-MHC class II binding affinity with 134,281 pairs from IEDB. Regression. Given a peptide amino acid sequence and an MHC pseudo amino acid sequence, predict their binding affinity value. This is MHC class II binding data. The peptide sequence is GELIIVDKIDAAFKI. The MHC is DRB1_1101 with pseudo-sequence DRB1_1101. The binding affinity (normalized) is 0.568.